From a dataset of Peptide-MHC class II binding affinity with 134,281 pairs from IEDB. Regression. Given a peptide amino acid sequence and an MHC pseudo amino acid sequence, predict their binding affinity value. This is MHC class II binding data. (1) The peptide sequence is KKPVKLASIVKASFEEG. The MHC is HLA-DQA10103-DQB10603 with pseudo-sequence HLA-DQA10103-DQB10603. The binding affinity (normalized) is 0.325. (2) The peptide sequence is GAIWRIDPKKPLKGP. The MHC is DRB1_0405 with pseudo-sequence DRB1_0405. The binding affinity (normalized) is 0.189. (3) The peptide sequence is FNIQYVNYWFAPGAA. The MHC is DRB1_1501 with pseudo-sequence DRB1_1501. The binding affinity (normalized) is 0.587.